From a dataset of Catalyst prediction with 721,799 reactions and 888 catalyst types from USPTO. Predict which catalyst facilitates the given reaction. (1) Reactant: C(O[C:6](=O)[NH:7][CH2:8][C:9]([N:11]1[CH2:15][CH2:14][CH2:13][CH:12]1[C:16]#[N:17])=[O:10])(C)(C)C.FC(F)(F)C(O)=O.C(N(CC)CC)C.[CH2:33]1[C:40]2[CH:36]([CH2:37][C:38](=[O:41])[CH:39]=2)[CH2:35]C1=O.C(O[BH-](OC(=O)C)OC(=O)C)(=O)C.[Na+]. Product: [O:41]=[C:38]1[CH2:39][CH:40]2[CH:36]([CH2:35][CH:6]([NH:7][CH2:8][C:9]([N:11]3[CH2:15][CH2:14][CH2:13][CH:12]3[C:16]#[N:17])=[O:10])[CH2:33]2)[CH2:37]1. The catalyst class is: 4. (2) Reactant: O=[C:2]1[CH2:5][CH:4]([C:6]([OH:8])=[O:7])[CH2:3]1.[C:9]1([C@H:19]([NH2:21])[CH3:20])[C:18]2[C:13](=[CH:14][CH:15]=[CH:16][CH:17]=2)[CH:12]=[CH:11][CH:10]=1.CC(O)=O.[BH-](OC(C)=O)(OC(C)=O)OC(C)=O.[Na+].[OH-].[Na+].Cl. Product: [C:9]1([C@H:19]([NH:21][CH:2]2[CH2:5][CH:4]([C:6]([OH:8])=[O:7])[CH2:3]2)[CH3:20])[C:18]2[C:13](=[CH:14][CH:15]=[CH:16][CH:17]=2)[CH:12]=[CH:11][CH:10]=1. The catalyst class is: 26. (3) Reactant: [OH:1][CH2:2][CH:3]1[O:7][C:6](=[O:8])[N:5]([C:9]2[CH:14]=[CH:13][CH:12]=[CH:11][CH:10]=2)[CH2:4]1.[C:15]([C:19]1[CH:24]=[CH:23][C:22](O)=[CH:21][CH:20]=1)(C)(C)C.C1(P(C2C=CC=CC=2)C2C=CC=CC=2)C=CC=CC=1.CC(OC(/N=N/C(OC(C)C)=O)=O)C. Product: [CH2:15]([O:1][CH2:2][CH:3]1[O:7][C:6](=[O:8])[N:5]([C:9]2[CH:10]=[CH:11][CH:12]=[CH:13][CH:14]=2)[CH2:4]1)[C:19]1[CH:24]=[CH:23][CH:22]=[CH:21][CH:20]=1. The catalyst class is: 4. (4) Reactant: [OH:1][C:2]1([CH3:17])[CH2:7][CH2:6][CH:5]([CH2:8][NH:9]C(=O)OC(C)(C)C)[CH2:4][CH2:3]1.[F:18][C:19]([F:24])([F:23])[C:20]([OH:22])=[O:21]. Product: [F:18][C:19]([F:24])([F:23])[C:20]([OH:22])=[O:21].[NH2:9][CH2:8][CH:5]1[CH2:6][CH2:7][C:2]([CH3:17])([OH:1])[CH2:3][CH2:4]1. The catalyst class is: 46. (5) Reactant: [CH3:1][O:2][CH:3]([O:19][CH3:20])[CH2:4][NH:5][C:6]1[C:15]([N+:16]([O-])=O)=[CH:14][CH:13]=[CH:12][C:7]=1[C:8]([O:10][CH3:11])=[O:9]. Product: [NH2:16][C:15]1[C:6]([NH:5][CH2:4][CH:3]([O:19][CH3:20])[O:2][CH3:1])=[C:7]([CH:12]=[CH:13][CH:14]=1)[C:8]([O:10][CH3:11])=[O:9]. The catalyst class is: 29.